From a dataset of Catalyst prediction with 721,799 reactions and 888 catalyst types from USPTO. Predict which catalyst facilitates the given reaction. (1) Reactant: Br[C:2]1[S:6][C:5]([C:7]2[N:11]3[N:12]=[C:13]([CH3:21])[CH:14]=[C:15]([CH:16]([CH2:19][CH3:20])[CH2:17][CH3:18])[C:10]3=[N:9][C:8]=2[CH3:22])=[C:4]([CH3:23])[CH:3]=1.[I-].[F:25][C:26]1[CH:27]=[C:28]([Zn+])[CH:29]=[CH:30][CH:31]=1.C1COCC1. Product: [CH2:17]([CH:16]([C:15]1[C:10]2[N:11]([C:7]([C:5]3[S:6][C:2]([C:30]4[CH:29]=[CH:28][CH:27]=[C:26]([F:25])[CH:31]=4)=[CH:3][C:4]=3[CH3:23])=[C:8]([CH3:22])[N:9]=2)[N:12]=[C:13]([CH3:21])[CH:14]=1)[CH2:19][CH3:20])[CH3:18]. The catalyst class is: 140. (2) Reactant: CO[C:3]([CH:5]1[CH2:11][CH2:10][CH2:9][CH2:8][CH2:7][C:6]1=O)=[O:4].[N:13]1[NH:14][C:15]([NH2:18])=[CH:16][CH:17]=1. Product: [N:13]1[N:14]2[C:15]([N:18]=[C:6]3[CH2:7][CH2:8][CH2:9][CH2:10][CH2:11][C:5]3=[C:3]2[OH:4])=[CH:16][CH:17]=1. The catalyst class is: 15. (3) Reactant: [CH3:1][C:2]1[CH:3]=[C:4]([CH:6]=[CH:7][C:8]=1[N+:9]([O-:11])=[O:10])N.[BrH:12].N([O-])=O.[Na+]. Product: [Br:12][C:4]1[CH:6]=[CH:7][C:8]([N+:9]([O-:11])=[O:10])=[C:2]([CH3:1])[CH:3]=1. The catalyst class is: 95. (4) Reactant: B(Br)(Br)Br.C[O:6][C:7]1[CH:12]=[CH:11][C:10]([C:13]2[N:17]([CH3:18])[C:16]([C:19]34[CH2:26][CH2:25][C:22]([CH2:27][CH2:28][CH2:29][CH2:30][CH3:31])([CH2:23][CH2:24]3)[CH2:21][CH2:20]4)=[N:15][N:14]=2)=[C:9]([CH3:32])[CH:8]=1. Product: [CH3:32][C:9]1[CH:8]=[C:7]([OH:6])[CH:12]=[CH:11][C:10]=1[C:13]1[N:17]([CH3:18])[C:16]([C:19]23[CH2:24][CH2:23][C:22]([CH2:27][CH2:28][CH2:29][CH2:30][CH3:31])([CH2:25][CH2:26]2)[CH2:21][CH2:20]3)=[N:15][N:14]=1. The catalyst class is: 2. (5) Reactant: Br[C:2]1[CH:3]=[CH:4][C:5]2[O:9][C:8]([CH:10]([NH:17][C:18]3[CH:23]=[CH:22][C:21]([C:24]([N:26]([CH3:34])[CH2:27][CH2:28][C:29]([O:31][CH2:32][CH3:33])=[O:30])=[O:25])=[CH:20][CH:19]=3)[CH:11]3[CH2:16][CH2:15][CH2:14][CH2:13][CH2:12]3)=[C:7]([CH3:35])[C:6]=2[CH:36]=1.[C:37]1(B(O)O)[CH:42]=[CH:41][CH:40]=[CH:39][CH:38]=1.C(=O)([O-])[O-].[K+].[K+]. Product: [CH:11]1([CH:10]([NH:17][C:18]2[CH:19]=[CH:20][C:21]([C:24]([N:26]([CH3:34])[CH2:27][CH2:28][C:29]([O:31][CH2:32][CH3:33])=[O:30])=[O:25])=[CH:22][CH:23]=2)[C:8]2[O:9][C:5]3[CH:4]=[CH:3][C:2]([C:37]4[CH:42]=[CH:41][CH:40]=[CH:39][CH:38]=4)=[CH:36][C:6]=3[C:7]=2[CH3:35])[CH2:12][CH2:13][CH2:14][CH2:15][CH2:16]1. The catalyst class is: 80. (6) Reactant: [Cl:1][C:2]1[CH:3]=[CH:4][C:5]2[O:10][C:9](=[O:11])[NH:8][C:7](=[O:12])[C:6]=2[CH:13]=1.CN(C=O)C.[Br:19][CH2:20][CH2:21][CH2:22][CH2:23][CH2:24][CH2:25][CH2:26][CH2:27][CH2:28][CH2:29]Br.C(N(C(C)C)CC)(C)C. Product: [Cl:1][C:2]1[CH:3]=[CH:4][C:5]2[O:10][C:9](=[O:11])[N:8]([CH2:29][CH2:28][CH2:27][CH2:26][CH2:25][CH2:24][CH2:23][CH2:22][CH2:21][CH2:20][Br:19])[C:7](=[O:12])[C:6]=2[CH:13]=1. The catalyst class is: 6.